The task is: Predict the reactants needed to synthesize the given product.. This data is from Full USPTO retrosynthesis dataset with 1.9M reactions from patents (1976-2016). (1) Given the product [Cl:15][C:11]1[C:12]([F:14])=[CH:13][C:8]2[N:7]=[C:19]([C:20]3[CH:25]=[CH:24][CH:23]=[C:22]([C:26]4[CH:31]=[CH:30][CH:29]=[CH:28][N:27]=4)[CH:21]=3)[CH2:18][C:17](=[O:33])[NH:16][C:9]=2[CH:10]=1, predict the reactants needed to synthesize it. The reactants are: C(OC(=O)[NH:7][C:8]1[CH:13]=[C:12]([F:14])[C:11]([Cl:15])=[CH:10][C:9]=1[NH:16][C:17](=[O:33])[CH2:18][C:19](=O)[C:20]1[CH:25]=[CH:24][CH:23]=[C:22]([C:26]2[CH:31]=[CH:30][CH:29]=[CH:28][N:27]=2)[CH:21]=1)(C)(C)C.C(O)(C(F)(F)F)=O. (2) Given the product [CH:15]1([C:18]2[C:19]([CH2:32][O:33][C:38]3[CH:37]=[CH:36][C:35]([Cl:34])=[C:40]([Cl:41])[CH:39]=3)=[CH:20][C:21]([F:31])=[C:22]([CH:30]=2)[C:23]([O:25][C:26]([CH3:28])([CH3:29])[CH3:27])=[O:24])[CH2:17][CH2:16]1, predict the reactants needed to synthesize it. The reactants are: ClC1C(CO)=CC(F)=C(C=1)C(OC)=O.[CH:15]1([C:18]2[C:19]([CH2:32][OH:33])=[CH:20][C:21]([F:31])=[C:22]([CH:30]=2)[C:23]([O:25][C:26]([CH3:29])([CH3:28])[CH3:27])=[O:24])[CH2:17][CH2:16]1.[Cl:34][C:35]1[CH:36]=[C:37](O)[CH:38]=[CH:39][C:40]=1[Cl:41].